Dataset: Reaction yield outcomes from USPTO patents with 853,638 reactions. Task: Predict the reaction yield, written as a fraction of the theoretical maximum amount of product (1.0 means a 100% yield; for example, 0.34 means a 34% yield). The reactants are [F:1][C:2]1[CH:7]=[CH:6][C:5]([O:8][CH3:9])=[CH:4][CH:3]=1.[S:10]([Cl:14])(=O)(=[O:12])[OH:11]. No catalyst specified. The product is [F:1][C:2]1[CH:7]=[CH:6][C:5]([O:8][CH3:9])=[C:4]([S:10]([Cl:14])(=[O:12])=[O:11])[CH:3]=1. The yield is 0.846.